From a dataset of Catalyst prediction with 721,799 reactions and 888 catalyst types from USPTO. Predict which catalyst facilitates the given reaction. (1) Reactant: [CH3:1][O:2][C:3](=[O:30])[C:4]1[CH:9]=[CH:8][C:7]([O:10]C=CC)=[C:6]([N:14]([S:18]([C:21]2[CH:26]=[C:25]([Cl:27])[CH:24]=[CH:23][C:22]=2[O:28][CH3:29])(=[O:20])=[O:19])[CH:15]=[CH:16]C)[CH:5]=1. Product: [CH3:1][O:2][C:3]([C:4]1[CH:9]=[CH:8][C:7]2[O:10][CH:16]=[CH:15][N:14]([S:18]([C:21]3[CH:26]=[C:25]([Cl:27])[CH:24]=[CH:23][C:22]=3[O:28][CH3:29])(=[O:20])=[O:19])[C:6]=2[CH:5]=1)=[O:30]. The catalyst class is: 11. (2) Reactant: [CH3:1][N:2]([CH3:12])[C:3]1[CH:8]=[CH:7][C:6]([CH2:9][CH2:10][OH:11])=[CH:5][CH:4]=1.[CH:13]1[CH:18]=[C:17]([CH2:19][C:20](O)=[O:21])[C:16]([NH:23][C:24]2[C:29]([Cl:30])=[CH:28][CH:27]=[CH:26][C:25]=2[Cl:31])=[CH:15][CH:14]=1.C1(N=C=NC2CCCCC2)CCCCC1.[NH4+].[Cl-]. Product: [Cl:30][C:29]1[CH:28]=[CH:27][CH:26]=[C:25]([Cl:31])[C:24]=1[NH:23][C:16]1[CH:15]=[CH:14][CH:13]=[CH:18][C:17]=1[CH2:19][C:20]([O:11][CH2:10][CH2:9][C:6]1[CH:7]=[CH:8][C:3]([N:2]([CH3:1])[CH3:12])=[CH:4][CH:5]=1)=[O:21]. The catalyst class is: 112. (3) Product: [N:42]1([CH2:2][CH2:3][C:4]#[C:5][C:6]2[S:14][C:13]3[C:12]([NH:15][CH2:16][CH2:17][C:18]4[CH:23]=[CH:22][C:21]([NH:24][C:25](=[O:36])[C:26]5[CH:31]=[CH:30][CH:29]=[C:28]([C:32]([F:35])([F:33])[F:34])[CH:27]=5)=[CH:20][CH:19]=4)=[N:11][CH:10]=[N:9][C:8]=3[CH:7]=2)[CH2:46][CH2:45][CH2:44][CH2:43]1. The catalyst class is: 4. Reactant: O[CH2:2][CH2:3][C:4]#[C:5][C:6]1[S:14][C:13]2[C:12]([NH:15][CH2:16][CH2:17][C:18]3[CH:23]=[CH:22][C:21]([NH:24][C:25](=[O:36])[C:26]4[CH:31]=[CH:30][CH:29]=[C:28]([C:32]([F:35])([F:34])[F:33])[CH:27]=4)=[CH:20][CH:19]=3)=[N:11][CH:10]=[N:9][C:8]=2[CH:7]=1.CS(Cl)(=O)=O.[NH:42]1[CH2:46][CH2:45][CH2:44][CH2:43]1. (4) Reactant: [CH:1]1([CH:4]([C:6]2[CH:7]=[N:8][C:9]([C:12]3[C:21]4[C:16](=[CH:17][CH:18]=[CH:19][CH:20]=4)[CH:15]=[CH:14][CH:13]=3)=[CH:10][CH:11]=2)O)[CH2:3][CH2:2]1.[CH:22]1[N:26]=[CH:25][N:24](C([N:24]2[CH:25]=[N:26][CH:22]=[CH:23]2)=O)[CH:23]=1. Product: [CH:1]1([CH:4]([N:24]2[CH:23]=[CH:22][N:26]=[CH:25]2)[C:6]2[CH:11]=[CH:10][C:9]([C:12]3[C:21]4[C:16](=[CH:17][CH:18]=[CH:19][CH:20]=4)[CH:15]=[CH:14][CH:13]=3)=[N:8][CH:7]=2)[CH2:3][CH2:2]1. The catalyst class is: 37. (5) Product: [OH:1][CH:2]1[CH2:9][CH2:8][C:5]2([CH2:6][CH2:7]2)[CH2:4][CH:3]1[C:10]#[N:11]. Reactant: [O:1]=[C:2]1[CH2:9][CH2:8][C:5]2([CH2:7][CH2:6]2)[CH2:4][CH:3]1[C:10]#[N:11].[BH4-].[Li+]. The catalyst class is: 20. (6) Reactant: [Cl:1][C:2]1[CH:3]=[CH:4][C:5]([O:30][CH:31]([F:33])[F:32])=[C:6]([C:8]2[C:12]([NH:13][C:14]([C:16]3[CH:17]=[N:18][N:19]4[CH:24]=[CH:23][CH:22]=[N:21][C:20]=34)=[O:15])=[CH:11][N:10]([CH2:25]/[CH:26]=[CH:27]/[CH2:28]Cl)[N:9]=2)[CH:7]=1.[NH:34]1[CH2:39][CH2:38][O:37][CH2:36][CH2:35]1. Product: [Cl:1][C:2]1[CH:3]=[CH:4][C:5]([O:30][CH:31]([F:32])[F:33])=[C:6]([C:8]2[C:12]([NH:13][C:14]([C:16]3[CH:17]=[N:18][N:19]4[CH:24]=[CH:23][CH:22]=[N:21][C:20]=34)=[O:15])=[CH:11][N:10]([CH2:25]/[CH:26]=[CH:27]/[CH2:28][N:34]3[CH2:39][CH2:38][O:37][CH2:36][CH2:35]3)[N:9]=2)[CH:7]=1. The catalyst class is: 3.